Dataset: Microsomal clearance measurements from AstraZeneca. Task: Regression/Classification. Given a drug SMILES string, predict its absorption, distribution, metabolism, or excretion properties. Task type varies by dataset: regression for continuous measurements (e.g., permeability, clearance, half-life) or binary classification for categorical outcomes (e.g., BBB penetration, CYP inhibition). For this dataset (clearance_microsome_az), we predict log10(clearance) (log10 of the in vitro intrinsic clearance, CLint, in uL/min per mg of human liver microsomal protein, equivalently mL/min/g; values are censored to the assay range of 3 to 150, which is 0.477 to 2.18 on this log10 scale). The compound is CCOC(=O)c1cnc2c(N)cccc2c1O. The log10(clearance) is 1.31.